From a dataset of NCI-60 drug combinations with 297,098 pairs across 59 cell lines. Regression. Given two drug SMILES strings and cell line genomic features, predict the synergy score measuring deviation from expected non-interaction effect. (1) Drug 1: C1=NC2=C(N=C(N=C2N1C3C(C(C(O3)CO)O)O)F)N. Cell line: HOP-92. Drug 2: C#CCC(CC1=CN=C2C(=N1)C(=NC(=N2)N)N)C3=CC=C(C=C3)C(=O)NC(CCC(=O)O)C(=O)O. Synergy scores: CSS=17.4, Synergy_ZIP=-6.18, Synergy_Bliss=-3.22, Synergy_Loewe=-4.38, Synergy_HSA=-4.17. (2) Cell line: HCT116. Drug 2: CC1CCCC2(C(O2)CC(NC(=O)CC(C(C(=O)C(C1O)C)(C)C)O)C(=CC3=CSC(=N3)C)C)C. Synergy scores: CSS=45.2, Synergy_ZIP=-0.217, Synergy_Bliss=-0.719, Synergy_Loewe=-27.9, Synergy_HSA=2.23. Drug 1: COC1=NC(=NC2=C1N=CN2C3C(C(C(O3)CO)O)O)N.